This data is from Full USPTO retrosynthesis dataset with 1.9M reactions from patents (1976-2016). The task is: Predict the reactants needed to synthesize the given product. (1) The reactants are: Br[C:2]1[CH:7]=[CH:6][C:5]([Cl:8])=[CH:4][N:3]=1.CC(C)([O-])C.[Na+].[CH3:15][O:16][C:17]1[C:18]2[CH2:26][NH:25][CH2:24][CH2:23][C:19]=2[N:20]=[CH:21][N:22]=1. Given the product [Cl:8][C:5]1[CH:6]=[CH:7][C:2]([N:25]2[CH2:24][CH2:23][C:19]3[N:20]=[CH:21][N:22]=[C:17]([O:16][CH3:15])[C:18]=3[CH2:26]2)=[N:3][CH:4]=1, predict the reactants needed to synthesize it. (2) Given the product [CH3:27][O:26][C:17]1[CH:16]=[C:15]([CH:20]=[C:19]([CH2:21][CH2:22][CH3:23])[C:18]=1[O:24][CH3:25])[C:14]([N:9]1[CH2:10][C@@H:11]([CH2:12][CH3:13])[C@@H:8]1[C:6]([OH:7])=[O:5])=[O:28], predict the reactants needed to synthesize it. The reactants are: C([O:5][C:6]([C@H:8]1[C@H:11]([CH2:12][CH3:13])[CH2:10][N:9]1[C:14](=[O:28])[C:15]1[CH:20]=[C:19]([CH2:21][CH2:22][CH3:23])[C:18]([O:24][CH3:25])=[C:17]([O:26][CH3:27])[CH:16]=1)=[O:7])(C)(C)C.C(O)(C(F)(F)F)=O. (3) Given the product [N+:9]([C:6]1[CH:7]=[CH:8][C:3]([CH2:2][N:16]2[C:12](=[O:22])[C:13]3[C:14](=[CH:18][CH:19]=[CH:20][CH:21]=3)[C:15]2=[O:17])=[CH:4][CH:5]=1)([O-:11])=[O:10], predict the reactants needed to synthesize it. The reactants are: Br[CH2:2][C:3]1[CH:8]=[CH:7][C:6]([N+:9]([O-:11])=[O:10])=[CH:5][CH:4]=1.[C:12]1(=[O:22])[NH:16][C:15](=[O:17])[C:14]2=[CH:18][CH:19]=[CH:20][CH:21]=[C:13]12.[K].CN(C)C=O. (4) Given the product [N:8]1[C:9]2[C:4](=[CH:3][C:2]([CH2:14][CH2:13][CH:12]=[O:15])=[CH:11][CH:10]=2)[CH:5]=[CH:6][CH:7]=1, predict the reactants needed to synthesize it. The reactants are: Br[C:2]1[CH:3]=[C:4]2[C:9](=[CH:10][CH:11]=1)[N:8]=[CH:7][CH:6]=[CH:5]2.[CH2:12]([OH:15])[CH:13]=[CH2:14].C1(N(C)C2CCCCC2)CCCCC1.